This data is from Forward reaction prediction with 1.9M reactions from USPTO patents (1976-2016). The task is: Predict the product of the given reaction. Given the reactants O1CCCC1.C(O)C.[CH3:9][O:10][C:11]1[CH:12]=[C:13]2[C:18](=[CH:19][C:20]=1[O:21][CH3:22])[N:17]=[CH:16][CH:15]=[C:14]2[O:23][C:24]1[CH:29]=[CH:28][C:27](=[N:30][CH2:31][C:32]2[CH:37]=[CH:36][CH:35]=[CH:34][C:33]=2[N+:38]([O-:40])=[O:39])[CH2:26][CH:25]=1.[BH4-].[Na+], predict the reaction product. The product is: [CH3:9][O:10][C:11]1[CH:12]=[C:13]2[C:18](=[CH:19][C:20]=1[O:21][CH3:22])[N:17]=[CH:16][CH:15]=[C:14]2[O:23][C:24]1[CH:25]=[CH:26][C:27]([NH:30][CH2:31][C:32]2[CH:37]=[CH:36][CH:35]=[CH:34][C:33]=2[N+:38]([O-:40])=[O:39])=[CH:28][CH:29]=1.